From a dataset of Forward reaction prediction with 1.9M reactions from USPTO patents (1976-2016). Predict the product of the given reaction. Given the reactants [Cl:1][C:2]1[CH:3]=[CH:4][C:5](COC2C=CC(F)=CC=2F)=[C:6]([CH:21]=1)[C:7]([NH:9][C@H:10]([C:12]1[CH:20]=[CH:19][C:15]([C:16]([OH:18])=[O:17])=[CH:14][CH:13]=1)[CH3:11])=[O:8].[F:32][C:33]1[CH:38]=[CH:37][C:36]([CH2:39][CH2:40][OH:41])=[CH:35][CH:34]=1.[CH2:42](P(CCCC)CCCC)CCC.CN(C)C(N=NC(N(C)C)=O)=O, predict the reaction product. The product is: [Cl:1][C:2]1[CH:3]=[CH:4][C:5]([O:41][CH2:40][CH2:39][C:36]2[CH:37]=[CH:38][C:33]([F:32])=[CH:34][CH:35]=2)=[C:6]([CH:21]=1)[C:7]([NH:9][C@H:10]([C:12]1[CH:13]=[CH:14][C:15]([C:16]([O:18][CH3:42])=[O:17])=[CH:19][CH:20]=1)[CH3:11])=[O:8].